From a dataset of Aqueous solubility values for 9,982 compounds from the AqSolDB database. Regression/Classification. Given a drug SMILES string, predict its absorption, distribution, metabolism, or excretion properties. Task type varies by dataset: regression for continuous measurements (e.g., permeability, clearance, half-life) or binary classification for categorical outcomes (e.g., BBB penetration, CYP inhibition). For this dataset (solubility_aqsoldb), we predict Y. The molecule is CCCC(Cn1cncn1)c1ccc(Cl)cc1Cl. The Y is -3.59 log mol/L.